From a dataset of Reaction yield outcomes from USPTO patents with 853,638 reactions. Predict the reaction yield, written as a fraction of the theoretical maximum amount of product (1.0 means a 100% yield; for example, 0.34 means a 34% yield). (1) The reactants are O[CH2:2][C:3]1[CH:12]=[CH:11][C:6]([C:7]([O:9][CH3:10])=[O:8])=[CH:5][CH:4]=1.[CH2:13]([N:15](CC)CC)C.CS(Cl)(=O)=O. The catalyst is ClCCl. The product is [C:13]([CH2:2][C:3]1[CH:12]=[CH:11][C:6]([C:7]([O:9][CH3:10])=[O:8])=[CH:5][CH:4]=1)#[N:15]. The yield is 0.860. (2) The reactants are [Cl:1][C:2]1[N:3]=[C:4](Cl)[C:5]2[S:10][CH:9]=[CH:8][C:6]=2[N:7]=1.[NH:12]1[CH2:17][CH2:16][O:15][CH2:14][CH2:13]1. The catalyst is CO. The product is [Cl:1][C:2]1[N:3]=[C:4]([N:12]2[CH2:17][CH2:16][O:15][CH2:14][CH2:13]2)[C:5]2[S:10][CH:9]=[CH:8][C:6]=2[N:7]=1. The yield is 1.00.